The task is: Regression. Given two drug SMILES strings and cell line genomic features, predict the synergy score measuring deviation from expected non-interaction effect.. This data is from Merck oncology drug combination screen with 23,052 pairs across 39 cell lines. (1) Drug 1: COc1cc(C2c3cc4c(cc3C(OC3OC5COC(C)OC5C(O)C3O)C3COC(=O)C23)OCO4)cc(OC)c1O. Drug 2: Cn1nnc2c(C(N)=O)ncn2c1=O. Cell line: LOVO. Synergy scores: synergy=-3.52. (2) Drug 1: C#Cc1cccc(Nc2ncnc3cc(OCCOC)c(OCCOC)cc23)c1. Drug 2: Cn1cc(-c2cnn3c(N)c(Br)c(C4CCCNC4)nc23)cn1. Cell line: LOVO. Synergy scores: synergy=21.9. (3) Drug 1: CCN(CC)CCNC(=O)c1c(C)[nH]c(C=C2C(=O)Nc3ccc(F)cc32)c1C. Drug 2: CC1(c2nc3c(C(N)=O)cccc3[nH]2)CCCN1. Cell line: SKMEL30. Synergy scores: synergy=6.36.